This data is from Full USPTO retrosynthesis dataset with 1.9M reactions from patents (1976-2016). The task is: Predict the reactants needed to synthesize the given product. (1) Given the product [C:45]1([C:63]2[CH:68]=[CH:67][CH:66]=[CH:65][CH:64]=2)[CH:46]=[CH:47][C:48]([NH:51][C:52](=[O:62])[CH2:53][C:54]([N:55]2[CH2:56][CH2:57][N:58]([C:23](=[O:25])[C:22]3[CH:26]=[C:27]([F:31])[C:28]([Cl:30])=[CH:29][C:21]=3[Cl:20])[CH2:59][CH2:60]2)=[O:61])=[CH:49][CH:50]=1, predict the reactants needed to synthesize it. The reactants are: C1C=CC2N(O)N=NC=2C=1.CCN(C(C)C)C(C)C.[Cl:20][C:21]1[CH:29]=[C:28]([Cl:30])[C:27]([F:31])=[CH:26][C:22]=1[C:23]([OH:25])=O.CCN=C=NCCCN(C)C.Cl.Cl.[C:45]1([C:63]2[CH:68]=[CH:67][CH:66]=[CH:65][CH:64]=2)[CH:50]=[CH:49][C:48]([NH:51][C:52](=[O:62])[CH2:53][C:54](=[O:61])[N:55]2[CH2:60][CH2:59][NH:58][CH2:57][CH2:56]2)=[CH:47][CH:46]=1. (2) The reactants are: [Cl-].[Cl:2][C:3]1[CH:28]=[CH:27][CH:26]=[CH:25][C:4]=1[CH2:5][P+](C1C=CC=CC=1)(C1C=CC=CC=1)C1C=CC=CC=1.[CH3:29][N:30]1[CH:34]=[CH:33][CH:32]=[C:31]1[CH:35]=O.[O-]CC.[Na+]. Given the product [Cl:2][C:3]1[CH:28]=[CH:27][CH:26]=[CH:25][C:4]=1[CH:5]=[CH:35][C:31]1[N:30]([CH3:29])[CH:34]=[CH:33][CH:32]=1, predict the reactants needed to synthesize it. (3) Given the product [CH3:32][O:31][N:30]([CH3:25])[C:17]([C:16]1[CH:15]=[CH:14][C:13]([CH2:12][NH:11][C:9]([O:8][CH2:7][C:1]2[CH:2]=[CH:3][CH:4]=[CH:5][CH:6]=2)=[O:10])=[CH:21][CH:20]=1)=[O:19], predict the reactants needed to synthesize it. The reactants are: [C:1]1([CH2:7][O:8][C:9]([NH:11][CH2:12][C:13]2[CH:21]=[CH:20][C:16]([C:17]([OH:19])=O)=[CH:15][CH:14]=2)=[O:10])[CH:6]=[CH:5][CH:4]=[CH:3][CH:2]=1.C1C=C[C:25]2[N:30]([OH:31])N=NC=2C=1.[CH3:32]CN(C(C)C)C(C)C.C(Cl)CCl.Cl.COCN. (4) Given the product [Cl:1][C:2]1[C:3]([F:29])=[C:4]([NH:8][C:9]2[C:18]3[C:13](=[CH:14][C:15]([O:27][CH3:28])=[C:16]([CH2:19][N:20]([CH2:30][CH3:31])[C:21]4([C:24]([OH:26])=[O:25])[CH2:23][CH2:22]4)[CH:17]=3)[N:12]=[CH:11][N:10]=2)[CH:5]=[CH:6][CH:7]=1, predict the reactants needed to synthesize it. The reactants are: [Cl:1][C:2]1[C:3]([F:29])=[C:4]([NH:8][C:9]2[C:18]3[C:13](=[CH:14][C:15]([O:27][CH3:28])=[C:16]([CH2:19][NH:20][C:21]4([C:24]([OH:26])=[O:25])[CH2:23][CH2:22]4)[CH:17]=3)[N:12]=[CH:11][N:10]=2)[CH:5]=[CH:6][CH:7]=1.[CH:30](=O)[CH3:31]. (5) The reactants are: Br[C:2]1[N:7]=[C:6]([C:8]([OH:10])=[O:9])[CH:5]=[CH:4][C:3]=1[F:11].[F:12][C:13]1[CH:14]=[C:15](B(O)O)[CH:16]=[CH:17][C:18]=1[F:19]. Given the product [F:12][C:13]1[CH:14]=[C:15]([C:2]2[N:7]=[C:6]([C:8]([OH:10])=[O:9])[CH:5]=[CH:4][C:3]=2[F:11])[CH:16]=[CH:17][C:18]=1[F:19], predict the reactants needed to synthesize it. (6) Given the product [CH3:1][O:2][C:3]1[CH:8]=[CH:7][C:6]([C:20]2[C:21]([CH3:27])=[N:22][CH:23]=[N:24][C:25]=2[CH3:26])=[C:5]([CH3:18])[CH:4]=1, predict the reactants needed to synthesize it. The reactants are: [CH3:1][O:2][C:3]1[CH:8]=[CH:7][C:6](B2OC(C)(C)C(C)(C)O2)=[C:5]([CH3:18])[CH:4]=1.Br[C:20]1[C:21]([CH3:27])=[N:22][CH:23]=[N:24][C:25]=1[CH3:26].P([O-])([O-])([O-])=O.[K+].[K+].[K+]. (7) Given the product [Cl:14][CH2:13][CH2:12][CH2:11][N:1]1[C:9]2[C:4](=[CH:5][CH:6]=[CH:7][CH:8]=2)[CH:3]=[CH:2]1, predict the reactants needed to synthesize it. The reactants are: [NH:1]1[C:9]2[C:4](=[CH:5][CH:6]=[CH:7][CH:8]=2)[CH:3]=[CH:2]1.Br[CH2:11][CH2:12][CH2:13][Cl:14]. (8) Given the product [Br:1][C:2]1[C:3]([CH:20]=[O:21])=[C:4]([F:9])[C:5]([CH3:8])=[CH:6][CH:7]=1, predict the reactants needed to synthesize it. The reactants are: [Br:1][C:2]1[CH:7]=[CH:6][C:5]([CH3:8])=[C:4]([F:9])[CH:3]=1.C([N-]C(C)C)(C)C.[Li+].CN(C)[CH:20]=[O:21].C(O)(=O)C. (9) Given the product [F:1][C:2]1[C:11]2[O:10][CH2:9][C@H:8]3[C@@H:12]([NH:19][C:22]([NH:24][C:25]4[CH:29]=[C:28]([CH:30]5[CH2:32][CH2:31]5)[NH:27][N:26]=4)=[O:40])[C@H:7]3[C:6]=2[C:5]([F:16])=[CH:4][CH:3]=1, predict the reactants needed to synthesize it. The reactants are: [F:1][C:2]1[C:11]2[O:10][CH2:9][C@H:8]3[C@@H:12](C(O)=O)[C@H:7]3[C:6]=2[C:5]([F:16])=[CH:4][CH:3]=1.C([N:19]([CH2:22]C)CC)C.[NH2:24][C:25]1[CH:29]=[C:28]([CH:30]2[CH2:32][CH2:31]2)[NH:27][N:26]=1.C1C=CC(P(N=[N+]=[N-])(C2C=CC=CC=2)=[O:40])=CC=1.